This data is from Reaction yield outcomes from USPTO patents with 853,638 reactions. The task is: Predict the reaction yield, written as a fraction of the theoretical maximum amount of product (1.0 means a 100% yield; for example, 0.34 means a 34% yield). (1) The reactants are CO[C:3]([C:5]1[C:13]([NH:14][C:15]2[CH:20]=[CH:19][C:18]([Br:21])=[CH:17][C:16]=2[Cl:22])=[C:12]([Cl:23])[C:8]2[N:9]=CNC=2[CH:6]=1)=[O:4].[CH3:24][O:25]C(C1C(NC2C=CC(Br)=CC=2)=C(Cl)C2N=CNC=2C=1)=O.C1C(=O)[N:50](Cl)C(=O)C1.Cl.[C:55](=[O:58])(O)[O-].[Na+].OS([O-])=O.[Na+].[CH3:65][N:66]([CH:68]=O)[CH3:67]. The catalyst is O. The product is [OH:25][CH2:24][CH2:55][O:58][NH:50][C:3]([C:5]1[C:13]([NH:14][C:15]2[CH:20]=[CH:19][C:18]([Br:21])=[CH:17][C:16]=2[Cl:22])=[C:12]([Cl:23])[C:8]2[N:9]=[CH:68][N:66]([CH3:65])[C:67]=2[CH:6]=1)=[O:4]. The yield is 0.570. (2) The reactants are [C:1]([O:5][C:6]([N:8]1[CH2:12][CH2:11][C:10](=[O:13])[CH2:9]1)=[O:7])([CH3:4])([CH3:3])[CH3:2].[Cl:14][C:15]1[CH:20]=[CH:19][C:18]([Mg]Br)=[CH:17][CH:16]=1. The yield is 0.600. The catalyst is C1COCC1. The product is [C:1]([O:5][C:6]([N:8]1[CH2:12][CH2:11][C:10]([C:18]2[CH:19]=[CH:20][C:15]([Cl:14])=[CH:16][CH:17]=2)([OH:13])[CH2:9]1)=[O:7])([CH3:4])([CH3:2])[CH3:3]. (3) The reactants are C(OC(=O)[O:5][C:6]1[C:15]2[N:14]=[CH:13][CH:12]=[N:11][C:10]=2[C:9]([O:16][CH:17]([C:24]2[CH:29]=[CH:28][CH:27]=[CH:26][CH:25]=2)[C:18]2[CH:23]=[CH:22][CH:21]=[CH:20][CH:19]=2)=[C:8]2[C:30](=[O:42])[N:31]([CH2:34][C:35]3[CH:40]=[CH:39][C:38]([F:41])=[CH:37][CH:36]=3)[C:32](=[O:33])[C:7]=12)C.C([O-])([O-])=O.[K+].[K+]. The catalyst is C1COCC1.CN(C1C=CN=CC=1)C.O. The product is [CH:17]([O:16][C:9]1[C:10]2[N:11]=[CH:12][CH:13]=[N:14][C:15]=2[C:6]([OH:5])=[C:7]2[C:32](=[O:33])[N:31]([CH2:34][C:35]3[CH:36]=[CH:37][C:38]([F:41])=[CH:39][CH:40]=3)[C:30](=[O:42])[C:8]=12)([C:18]1[CH:19]=[CH:20][CH:21]=[CH:22][CH:23]=1)[C:24]1[CH:29]=[CH:28][CH:27]=[CH:26][CH:25]=1. The yield is 0.940. (4) The reactants are [C:1](OCC)(OCC)([O:3][CH2:4][CH3:5])[CH3:2].[C:12](#[N:16])[CH2:13][C:14]#[N:15]. The catalyst is C(O)(=O)C.C(O)C. The product is [CH2:1]([O:3][C:4](=[C:13]([C:12]#[N:16])[C:14]#[N:15])[CH3:5])[CH3:2]. The yield is 0.910. (5) The yield is 0.920. The catalyst is N1C=CC=CC=1. The product is [CH2:1]([N:8]1[CH2:12][CH2:11][C@@H:10]([OH:13])[CH2:9]1)[C:2]1[CH:3]=[CH:4][CH:5]=[CH:6][CH:7]=1.[S:20]([C:17]1[CH:18]=[CH:19][C:14]([CH3:24])=[CH:15][CH:16]=1)([O-:22])(=[O:21])=[O:25]. The reactants are [CH2:1]([N:8]1[CH2:12][CH2:11][C@@H:10]([OH:13])[CH2:9]1)[C:2]1[CH:7]=[CH:6][CH:5]=[CH:4][CH:3]=1.[C:14]1([CH3:24])[CH:19]=[CH:18][C:17]([S:20](Cl)(=[O:22])=[O:21])=[CH:16][CH:15]=1.[OH2:25]. (6) The reactants are [F:1][C:2]([F:24])([F:23])[C:3]1[CH:22]=[CH:21][C:6]([O:7][CH:8]2[CH2:13][CH2:12][N:11](C(OC(C)(C)C)=O)[CH2:10][CH2:9]2)=[CH:5][CH:4]=1.FC(F)(F)C(O)=O. The catalyst is C(Cl)Cl. The product is [F:24][C:2]([F:1])([F:23])[C:3]1[CH:22]=[CH:21][C:6]([O:7][CH:8]2[CH2:9][CH2:10][NH:11][CH2:12][CH2:13]2)=[CH:5][CH:4]=1. The yield is 0.910. (7) The reactants are Cl[C:2]1[CH:9]=[C:8]([CH3:10])[CH:7]=[CH:6][C:3]=1[C:4]#N.Br[CH2:12][Mg].[ClH:14].[OH-:15].[Na+]. The catalyst is C1(C)C=CC=CC=1.C(OCC)C. The product is [Cl:14][C:2]1[CH:9]=[C:8]([CH3:10])[CH:7]=[CH:6][C:3]=1[C:4](=[O:15])[CH3:12]. The yield is 0.720. (8) The catalyst is C(Cl)Cl. The product is [CH2:49]1[C:50]2[C:55](=[CH:54][CH:53]=[CH:52][CH:51]=2)[CH2:56][CH2:57][N:48]1[CH2:47][CH:46]([OH:58])[CH2:45][NH:44][C:10](=[O:12])[C:9]1[CH:13]=[CH:14][CH:15]=[C:7]([C:3]2[CH:2]=[N:1][CH:6]=[CH:5][CH:4]=2)[CH:8]=1. The reactants are [N:1]1[CH:6]=[CH:5][CH:4]=[C:3]([C:7]2[CH:8]=[C:9]([CH:13]=[CH:14][CH:15]=2)[C:10]([OH:12])=O)[CH:2]=1.CCN=C=NCCCN(C)C.C1C=CC2N(O)N=NC=2C=1.CCN(CC)CC.[NH2:44][CH2:45][CH:46]([OH:58])[CH2:47][N:48]1[CH2:57][CH2:56][C:55]2[C:50](=[CH:51][CH:52]=[CH:53][CH:54]=2)[CH2:49]1. The yield is 0.340. (9) The reactants are COC1C=CC(C[N:8](CC2C=CC(OC)=CC=2)[C:9]2[N:13](CC3C=CC(OC)=CC=3)[N:12]=[C:11]([NH:23][C:24]3[CH:25]=[C:26]([C:30]([C:32]4[CH:37]=[CH:36][CH:35]=[CH:34][CH:33]=4)=[O:31])[CH:27]=[CH:28][CH:29]=3)[N:10]=2)=CC=1.C(O)(C(F)(F)F)=O. No catalyst specified. The product is [NH2:8][C:9]1[NH:13][N:12]=[C:11]([NH:23][C:24]2[CH:25]=[C:26]([C:30]([C:32]3[CH:37]=[CH:36][CH:35]=[CH:34][CH:33]=3)=[O:31])[CH:27]=[CH:28][CH:29]=2)[N:10]=1. The yield is 0.200. (10) The reactants are [C:1]([CH:3]([C:5]1[CH:6]=[C:7]([CH:11]=[CH:12][CH:13]=1)[C:8]([OH:10])=[O:9])[CH3:4])#[N:2].S(=O)(=O)(O)O.[CH3:19]O. No catalyst specified. The product is [C:1]([CH:3]([C:5]1[CH:6]=[C:7]([CH:11]=[CH:12][CH:13]=1)[C:8]([O:10][CH3:19])=[O:9])[CH3:4])#[N:2]. The yield is 0.890.